From a dataset of Catalyst prediction with 721,799 reactions and 888 catalyst types from USPTO. Predict which catalyst facilitates the given reaction. (1) Product: [CH2:1]([O:3][C:4]([C@H:6]1[CH2:7][C@H:8]([CH2:10][NH:24][C:27]([O:21][CH2:14][C:15]2[CH:20]=[CH:19][CH:18]=[CH:17][CH:16]=2)=[O:36])[CH2:9]1)=[O:5])[CH3:2]. The catalyst class is: 93. Reactant: [CH2:1]([O:3][C:4]([C@H:6]1[CH2:9][C@H:8]([CH2:10]C(O)=O)[CH2:7]1)=[O:5])[CH3:2].[CH2:14]([OH:21])[C:15]1[CH:20]=[CH:19][CH:18]=[CH:17][CH:16]=1.C([N:24]([CH2:27]C)CC)C.C1(P(N=[N+]=[N-])(C2C=CC=CC=2)=[O:36])C=CC=CC=1. (2) Reactant: C[O:2][C:3](=[O:18])[C:4]1[CH:9]=[CH:8][CH:7]=[C:6]([CH2:10][CH2:11][C:12]2[CH:17]=[CH:16][CH:15]=[CH:14][CH:13]=2)[CH:5]=1.[OH-].[Na+].Cl. Product: [CH2:10]([C:6]1[CH:5]=[C:4]([CH:9]=[CH:8][CH:7]=1)[C:3]([OH:18])=[O:2])[CH2:11][C:12]1[CH:13]=[CH:14][CH:15]=[CH:16][CH:17]=1. The catalyst class is: 14. (3) Reactant: C(N(CC)CC)C.[Cl:8][C:9]1[CH:17]=[CH:16][C:12]([C:13](O)=[O:14])=[CH:11][C:10]=1[NH:18][C:19]([C:21]1[C:22](=[O:33])[NH:23][C:24]2[C:29]([CH:30]=1)=[CH:28][CH:27]=[C:26]([O:31][CH3:32])[N:25]=2)=[O:20].CN(C(ON1N=NC2C=CC=NC1=2)=[N+](C)C)C.F[P-](F)(F)(F)(F)F.[C:58]([O:62][C:63](=[O:75])[NH:64][CH2:65][CH2:66][CH:67]([NH2:74])[C:68]1[CH:73]=[CH:72][CH:71]=[CH:70][CH:69]=1)([CH3:61])([CH3:60])[CH3:59]. Product: [Cl:8][C:9]1[CH:17]=[CH:16][C:12]([C:13]([NH:74][CH:67]([C:68]2[CH:73]=[CH:72][CH:71]=[CH:70][CH:69]=2)[CH2:66][CH2:65][NH:64][C:63](=[O:75])[O:62][C:58]([CH3:61])([CH3:59])[CH3:60])=[O:14])=[CH:11][C:10]=1[NH:18][C:19]([C:21]1[C:22](=[O:33])[NH:23][C:24]2[C:29]([CH:30]=1)=[CH:28][CH:27]=[C:26]([O:31][CH3:32])[N:25]=2)=[O:20]. The catalyst class is: 3. (4) Reactant: [Li+].[OH-].C[O:4][C:5]([CH:7]1[CH2:14][CH:13]2[CH:15]([N:16]3[CH2:20][CH:19]([CH2:21][O:22][C:23]4[CH:28]=[CH:27][C:26]([C:29]#[N:30])=[CH:25][N:24]=4)[C:18]([CH3:32])([CH3:31])[C:17]3=[O:33])[CH:9]([CH2:10][CH2:11][CH2:12]2)[CH2:8]1)=[O:6].CO.O. Product: [C:29]([C:26]1[CH:27]=[CH:28][C:23]([O:22][CH2:21][CH:19]2[CH2:20][N:16]([CH:15]3[CH:9]4[CH2:10][CH2:11][CH2:12][CH:13]3[CH2:14][CH:7]([C:5]([OH:6])=[O:4])[CH2:8]4)[C:17](=[O:33])[C:18]2([CH3:32])[CH3:31])=[N:24][CH:25]=1)#[N:30]. The catalyst class is: 7. (5) Reactant: [C:1]([O:5][C:6](=[O:26])[CH2:7][NH:8][C:9]1[CH:14]=[CH:13][C:12]([NH:15][C:16]([O:18][C:19]([CH3:22])([CH3:21])[CH3:20])=[O:17])=[CH:11][C:10]=1[N+:23]([O-])=O)([CH3:4])([CH3:3])[CH3:2]. Product: [C:1]([O:5][C:6](=[O:26])[CH2:7][NH:8][C:9]1[CH:14]=[CH:13][C:12]([NH:15][C:16]([O:18][C:19]([CH3:22])([CH3:21])[CH3:20])=[O:17])=[CH:11][C:10]=1[NH2:23])([CH3:2])([CH3:4])[CH3:3]. The catalyst class is: 5. (6) Reactant: Cl.[NH2:2][C@@H:3]([CH2:8][C:9]1[CH:14]=[CH:13][CH:12]=[CH:11][CH:10]=1)[C:4](=[O:7])[CH2:5][Cl:6].Cl[C:16]([O:18][CH3:19])=[O:17].C(=O)([O-])O.[Na+]. Product: [CH3:19][O:18][C:16]([NH:2][C@@H:3]([CH2:8][C:9]1[CH:14]=[CH:13][CH:12]=[CH:11][CH:10]=1)[C:4](=[O:7])[CH2:5][Cl:6])=[O:17]. The catalyst class is: 226. (7) Reactant: C([Li])CCC.[CH2:6]([O:9][CH:10]1[CH2:15][CH2:14][CH2:13][CH2:12][O:11]1)[C:7]#[CH:8].Cl[Si:17]([CH3:25])([CH3:24])[CH2:18][CH2:19][C:20]([F:23])([F:22])[F:21]. Product: [CH3:24][Si:17]([CH3:25])([C:8]#[C:7][CH2:6][O:9][CH:10]1[CH2:15][CH2:14][CH2:13][CH2:12][O:11]1)[CH2:18][CH2:19][C:20]([F:23])([F:22])[F:21]. The catalyst class is: 1.